Dataset: Reaction yield outcomes from USPTO patents with 853,638 reactions. Task: Predict the reaction yield, written as a fraction of the theoretical maximum amount of product (1.0 means a 100% yield; for example, 0.34 means a 34% yield). (1) The reactants are [NH2:1][CH:2]1[C:11]2[C:6](=[CH:7][CH:8]=[C:9]([NH:12][C:13]([C:15]3[C:24](=[O:25])[C:23]4[C:18](=[CH:19][CH:20]=[CH:21][CH:22]=4)[NH:17][CH:16]=3)=[O:14])[CH:10]=2)[CH2:5][CH2:4][CH2:3]1.CCN(C(C)C)C(C)C.Cl[C:36]([O:38][CH3:39])=[O:37].N1CCCCC1. The catalyst is CO. The product is [CH3:39][O:38][C:36]([NH:1][CH:2]1[C:11]2[C:6](=[CH:7][CH:8]=[C:9]([NH:12][C:13]([C:15]3[C:24](=[O:25])[C:23]4[C:18](=[CH:19][CH:20]=[CH:21][CH:22]=4)[NH:17][CH:16]=3)=[O:14])[CH:10]=2)[CH2:5][CH2:4][CH2:3]1)=[O:37]. The yield is 0.350. (2) The reactants are Cl[C:2]1[N:10]=[C:9]([Cl:11])[CH:8]=[CH:7][C:3]=1[C:4]([OH:6])=[O:5].[CH2:12]([NH2:14])[CH3:13]. The yield is 0.914. The product is [Cl:11][C:9]1[CH:8]=[CH:7][C:3]([C:4]([OH:6])=[O:5])=[C:2]([NH:14][CH2:12][CH3:13])[N:10]=1. No catalyst specified. (3) The catalyst is C1(C)C=CC=CC=1. The yield is 0.674. The product is [CH2:1]([O:8][C:9]([NH:11][CH:12]([C:16]#[N:17])[C:13]([O:15][C:18]([CH3:21])([CH3:20])[CH3:19])=[O:14])=[O:10])[C:2]1[CH:3]=[CH:4][CH:5]=[CH:6][CH:7]=1. The reactants are [CH2:1]([O:8][C:9]([NH:11][CH:12]([C:16]#[N:17])[C:13]([OH:15])=[O:14])=[O:10])[C:2]1[CH:7]=[CH:6][CH:5]=[CH:4][CH:3]=1.[C:18](O)([CH3:21])([CH3:20])[CH3:19].FC(F)(F)C(OC(=O)C(F)(F)F)=O.[OH-].[Na+]. (4) The reactants are [F:1][C:2]1[CH:7]=[CH:6][C:5]([OH:8])=[CH:4][CH:3]=1.N1C=CC=CC=1.[F:15][C:16]([F:29])([F:28])[S:17](O[S:17]([C:16]([F:29])([F:28])[F:15])(=[O:19])=[O:18])(=[O:19])=[O:18]. The catalyst is C(Cl)Cl.CCOCC. The product is [F:15][C:16]([F:29])([F:28])[S:17]([O:8][C:5]1[CH:6]=[CH:7][C:2]([F:1])=[CH:3][CH:4]=1)(=[O:19])=[O:18]. The yield is 0.990. (5) The reactants are [CH:1]1([C:16]([OH:18])=[O:17])[CH2:6][CH:5]([C:7]([OH:9])=O)[CH:4]([C:10]([OH:12])=[O:11])[CH2:3][CH:2]1[C:13]([OH:15])=O.C(OC(=O)C)(=O)C. No catalyst specified. The product is [CH2:6]1[CH:1]2[C:16]([O:18][C:13](=[O:15])[CH:2]2[CH2:3][CH:4]2[C:10]([O:11][C:7](=[O:9])[CH:5]12)=[O:12])=[O:17]. The yield is 0.966. (6) The reactants are [CH2:1]([O:3][C:4]([C:6]1[CH:7]([C:18]([F:21])([F:20])[F:19])[O:8][C:9]2[C:14]([CH:15]=1)=[CH:13][C:12]([Cl:16])=[CH:11][C:10]=2I)=[O:5])[CH3:2].[CH3:22][CH:23]([CH3:26])[C:24]#[CH:25]. The catalyst is C1C=CC([P]([Pd]([P](C2C=CC=CC=2)(C2C=CC=CC=2)C2C=CC=CC=2)([P](C2C=CC=CC=2)(C2C=CC=CC=2)C2C=CC=CC=2)[P](C2C=CC=CC=2)(C2C=CC=CC=2)C2C=CC=CC=2)(C2C=CC=CC=2)C2C=CC=CC=2)=CC=1.[Cu]I. The product is [Cl:16][C:12]1[CH:13]=[C:14]2[C:9](=[C:10]([C:25]#[C:24][CH:23]([CH3:26])[CH3:22])[CH:11]=1)[O:8][CH:7]([C:18]([F:21])([F:20])[F:19])[C:6]([C:4]([O:3][CH2:1][CH3:2])=[O:5])=[CH:15]2. The yield is 0.910.